From a dataset of Reaction yield outcomes from USPTO patents with 853,638 reactions. Predict the reaction yield, written as a fraction of the theoretical maximum amount of product (1.0 means a 100% yield; for example, 0.34 means a 34% yield). (1) The reactants are C1(O[C:8](=[O:21])[NH:9][C:10]2[CH:19]=[CH:18][CH:17]=[C:16]3[C:11]=2[CH:12]=[CH:13][N:14]=[C:15]3[Cl:20])C=CC=CC=1.Cl.[CH2:23]([CH:30]1[C:39]2[C:34](=[CH:35][C:36]([F:40])=[CH:37][CH:38]=2)[CH2:33][CH2:32][CH:31]1[NH2:41])[C:24]1[CH:29]=[CH:28][CH:27]=[CH:26][CH:25]=1.C(=O)(O)[O-].[Na+]. The catalyst is CS(C)=O. The product is [CH2:23]([CH:30]1[C:39]2[C:34](=[CH:35][C:36]([F:40])=[CH:37][CH:38]=2)[CH2:33][CH2:32][CH:31]1[NH:41][C:8]([NH:9][C:10]1[CH:19]=[CH:18][CH:17]=[C:16]2[C:11]=1[CH:12]=[CH:13][N:14]=[C:15]2[Cl:20])=[O:21])[C:24]1[CH:25]=[CH:26][CH:27]=[CH:28][CH:29]=1. The yield is 0.280. (2) The reactants are [CH2:1]([NH:3][C:4]1[C:13]([CH2:14]O)=[CH:12][C:11]2[C:6](=[CH:7][CH:8]=[C:9]([CH3:16])[CH:10]=2)[N:5]=1)[CH3:2].S(Cl)([Cl:19])=O. The catalyst is C(Cl)Cl. The product is [ClH:19].[Cl:19][CH2:14][C:13]1[C:4]([NH:3][CH2:1][CH3:2])=[N:5][C:6]2[C:11]([CH:12]=1)=[CH:10][C:9]([CH3:16])=[CH:8][CH:7]=2. The yield is 0.900. (3) The reactants are [C:1]([O:4][C:5]1[CH:10]=[CH:9][C:8]([P:11]([O:22][CH2:23][CH3:24])([CH2:13][P:14]([O:19][CH2:20][CH3:21])([O:16][CH2:17][CH3:18])=[O:15])=[O:12])=[CH:7][C:6]=1[C:25]([CH3:31])([CH3:30])[CH2:26][C:27](O)=[O:28])(=[O:3])[CH3:2].[CH3:32][CH:33]1[NH:38][CH2:37][CH2:36][N:35]([C:39]2[C:44]([O:45][CH3:46])=[C:43]3[N:47]([CH:55]4[CH2:57][CH2:56]4)[CH:48]=[C:49]([C:52]([OH:54])=[O:53])[C:50](=[O:51])[C:42]3=[CH:41][C:40]=2[F:58])[CH2:34]1.C(N(C(C)C)CC)(C)C.CN(C(ON1N=NC2C=CC=CC1=2)=[N+](C)C)C.F[P-](F)(F)(F)(F)F. The catalyst is CN(C=O)C.CCOC(C)=O. The product is [C:1]([O:4][C:5]1[CH:10]=[CH:9][C:8]([P:11]([O:22][CH2:23][CH3:24])([CH2:13][P:14]([O:16][CH2:17][CH3:18])([O:19][CH2:20][CH3:21])=[O:15])=[O:12])=[CH:7][C:6]=1[C:25]([CH3:31])([CH3:30])[CH2:26][C:27]([N:38]1[CH2:37][CH2:36][N:35]([C:39]2[C:44]([O:45][CH3:46])=[C:43]3[C:42]([C:50](=[O:51])[C:49]([C:52]([OH:54])=[O:53])=[CH:48][N:47]3[CH:55]3[CH2:57][CH2:56]3)=[CH:41][C:40]=2[F:58])[CH2:34][CH:33]1[CH3:32])=[O:28])(=[O:3])[CH3:2]. The yield is 0.340. (4) The reactants are [Cl:1][C:2]1[CH:3]=[C:4]2[C:8](=[CH:9][CH:10]=1)[NH:7][CH:6]=[C:5]2[CH2:11][CH2:12][NH:13][C:14](=[O:22])[C:15]1[CH:20]=[CH:19][CH:18]=[C:17](I)[CH:16]=1.[CH3:23][O:24][C:25]1[CH:30]=[CH:29][CH:28]=[CH:27][C:26]=1B(O)O.C(=O)([O-])[O-].[Na+].[Na+]. The catalyst is C(COC)OC.O.C1C=CC([P]([Pd]([P](C2C=CC=CC=2)(C2C=CC=CC=2)C2C=CC=CC=2)([P](C2C=CC=CC=2)(C2C=CC=CC=2)C2C=CC=CC=2)[P](C2C=CC=CC=2)(C2C=CC=CC=2)C2C=CC=CC=2)(C2C=CC=CC=2)C2C=CC=CC=2)=CC=1. The product is [Cl:1][C:2]1[CH:3]=[C:4]2[C:8](=[CH:9][CH:10]=1)[NH:7][CH:6]=[C:5]2[CH2:11][CH2:12][NH:13][C:14]([C:15]1[CH:16]=[C:17]([C:26]2[CH:27]=[CH:28][CH:29]=[CH:30][C:25]=2[O:24][CH3:23])[CH:18]=[CH:19][CH:20]=1)=[O:22]. The yield is 0.780. (5) The yield is 0.740. The product is [CH2:42]([C:27]1[C:28]2[C:33](=[CH:32][CH:31]=[C:30]([OH:34])[CH:29]=2)[NH:25][CH:26]=1)[CH3:43]. The catalyst is C1COCC1.C(OCC)(=O)C. The reactants are O.[F-].C([N+](CCCC)(CCCC)CCCC)CCC.C([Si](C)(C)[N:25]1[C:33]2[C:28](=[CH:29][C:30]([O:34][Si](C(C)(C)C)(C)C)=[CH:31][CH:32]=2)[C:27]([CH2:42][CH3:43])=[CH:26]1)(C)(C)C.